Dataset: Forward reaction prediction with 1.9M reactions from USPTO patents (1976-2016). Task: Predict the product of the given reaction. Given the reactants Br[C:2]1[CH:3]=[C:4]([F:12])[CH:5]=[C:6]2[C:10]=1[NH:9][CH:8]=[C:7]2[CH3:11].[NH3:13], predict the reaction product. The product is: [CH3:11][C:7]1[C:6]2[C:10](=[C:2]([NH2:13])[CH:3]=[C:4]([F:12])[CH:5]=2)[NH:9][CH:8]=1.